Dataset: Reaction yield outcomes from USPTO patents with 853,638 reactions. Task: Predict the reaction yield, written as a fraction of the theoretical maximum amount of product (1.0 means a 100% yield; for example, 0.34 means a 34% yield). (1) The reactants are [OH:1][C:2]1[CH:7]=[C:6]([CH3:8])[C:5]([NH:9][CH:10]=[O:11])=[C:4]([CH3:12])[C:3]=1[CH3:13].[CH2:14](Cl)[CH:15]=[CH:16][C:17]1[CH:22]=[CH:21][CH:20]=[CH:19][CH:18]=1. The catalyst is C(OCC)(=O)C.CCCCCC. The product is [CH3:12][C:4]1[C:3]([CH3:13])=[C:2]([O:1][CH2:14]/[CH:15]=[CH:16]/[C:17]2[CH:22]=[CH:21][CH:20]=[CH:19][CH:18]=2)[CH:7]=[C:6]([CH3:8])[C:5]=1[NH:9][CH:10]=[O:11]. The yield is 0.440. (2) The reactants are [Cl:1][C:2]1[CH:10]=[C:9]2[C:5]([C:6]([C:11]3[N:16]=[C:15]4[C:17]([C:20](O)=[O:21])=[CH:18][NH:19][C:14]4=[N:13][CH:12]=3)=[N:7][NH:8]2)=[CH:4][CH:3]=1.[NH2:23][C@@H:24]([CH3:27])[CH2:25][OH:26].CCN=C=NCCCN(C)C.C1C=CC2N(O)N=NC=2C=1.CCN(C(C)C)C(C)C. The catalyst is CN(C=O)C.O. The product is [Cl:1][C:2]1[CH:10]=[C:9]2[C:5]([C:6]([C:11]3[N:16]=[C:15]4[C:17]([C:20]([NH:23][C@@H:24]([CH3:27])[CH2:25][OH:26])=[O:21])=[CH:18][NH:19][C:14]4=[N:13][CH:12]=3)=[N:7][NH:8]2)=[CH:4][CH:3]=1. The yield is 0.260. (3) The reactants are [C:1]([C:3]1[CH:18]=[CH:17][C:6]([CH2:7][NH:8][CH2:9][C:10]([O:12][C:13]([CH3:16])([CH3:15])[CH3:14])=[O:11])=[C:5]([F:19])[CH:4]=1)#[N:2].[C:20](O[C:20]([O:22][C:23]([CH3:26])([CH3:25])[CH3:24])=[O:21])([O:22][C:23]([CH3:26])([CH3:25])[CH3:24])=[O:21].C(N(C(C)C)C(C)C)C. The catalyst is C(Cl)Cl. The product is [C:23]([O:22][C:20]([N:8]([CH2:7][C:6]1[CH:17]=[CH:18][C:3]([C:1]#[N:2])=[CH:4][C:5]=1[F:19])[CH2:9][C:10]([O:12][C:13]([CH3:15])([CH3:14])[CH3:16])=[O:11])=[O:21])([CH3:26])([CH3:25])[CH3:24]. The yield is 0.850. (4) The reactants are C[O:2][C:3](=[O:23])[C:4]1[CH:9]=[CH:8][C:7]([CH3:10])=[C:6]([N:11]2[CH:15]=[C:14]([C:16]3[CH:17]=[N:18][CH:19]=[CH:20][CH:21]=3)[N:13]=[C:12]2S)[CH:5]=1.[N+]([O-])(O)=O.N([O-])=O.[Na+].[OH-].[Na+]. The catalyst is O.CC(O)=O. The product is [CH3:10][C:7]1[CH:8]=[CH:9][C:4]([C:3]([OH:23])=[O:2])=[CH:5][C:6]=1[N:11]1[CH:15]=[C:14]([C:16]2[CH:17]=[N:18][CH:19]=[CH:20][CH:21]=2)[N:13]=[CH:12]1. The yield is 0.220.